Dataset: Full USPTO retrosynthesis dataset with 1.9M reactions from patents (1976-2016). Task: Predict the reactants needed to synthesize the given product. (1) Given the product [C:41]([NH:44][NH:45][C:37]([CH:34]1[CH2:35][CH2:36][N:31]([C:29]([O:28][C:24]([CH3:25])([CH3:26])[CH3:27])=[O:30])[CH:32]([CH3:40])[CH2:33]1)=[O:39])(=[O:43])[CH3:42], predict the reactants needed to synthesize it. The reactants are: C(P1(=O)OP(CCC)(=O)OP(CCC)(=O)O1)CC.CN(C=O)C.[C:24]([O:28][C:29]([N:31]1[CH2:36][CH2:35][CH:34]([C:37]([OH:39])=O)[CH2:33][CH:32]1[CH3:40])=[O:30])([CH3:27])([CH3:26])[CH3:25].[C:41]([NH:44][NH2:45])(=[O:43])[CH3:42].C(N(CC)CC)C. (2) Given the product [OH:24][CH2:23][C:8]1([C:6]([OH:7])=[O:5])[CH2:12][CH2:11][N:10]([C:13](=[O:22])[C:14]2[CH:19]=[CH:18][C:17]([O:20][CH3:21])=[CH:16][CH:15]=2)[CH2:9]1, predict the reactants needed to synthesize it. The reactants are: [BH4-].[Li+].C([O:5][C:6]([C:8]1([C:23](O)=[O:24])[CH2:12][CH2:11][N:10]([C:13](=[O:22])[C:14]2[CH:19]=[CH:18][C:17]([O:20][CH3:21])=[CH:16][CH:15]=2)[CH2:9]1)=[O:7])C. (3) Given the product [Cl:1][C:2]1[CH:11]=[C:10]2[C:5]([C:6]3[O:15][C:14]4[CH:16]=[CH:17][C:18]([Cl:20])=[CH:19][C:13]=4[C:7]=3[N:8]=[C:9]2[Cl:21])=[CH:4][CH:3]=1, predict the reactants needed to synthesize it. The reactants are: [Cl:1][C:2]1[CH:11]=[C:10]2[C:5]([C:6]3[O:15][C:14]4[CH:16]=[CH:17][C:18]([Cl:20])=[CH:19][C:13]=4[C:7]=3[N:8]=[C:9]2O)=[CH:4][CH:3]=1.[Cl:21]C1C=C2C(C3OC4C=CC=CC=4C=3N=C2O)=CC=1. (4) The reactants are: C(OC([NH:11][C@H:12]1[CH2:17][CH2:16][N:15]([C:18]2[O:19][C:20]([CH3:30])=[C:21]([C:23]([O:25][CH2:26][CH2:27][CH2:28][CH3:29])=[O:24])[N:22]=2)[CH2:14][C@H:13]1[O:31][CH2:32][CH3:33])=O)C1C=CC=CC=1. Given the product [NH2:11][C@H:12]1[CH2:17][CH2:16][N:15]([C:18]2[O:19][C:20]([CH3:30])=[C:21]([C:23]([O:25][CH2:26][CH2:27][CH2:28][CH3:29])=[O:24])[N:22]=2)[CH2:14][C@H:13]1[O:31][CH2:32][CH3:33], predict the reactants needed to synthesize it. (5) Given the product [CH3:12][C:11]1[N:6]([CH2:5][C:4]([NH:16][NH2:17])=[O:3])[C:7](=[O:13])[CH:8]=[CH:9][CH:10]=1, predict the reactants needed to synthesize it. The reactants are: C([O:3][C:4](=O)[CH2:5][N:6]1[C:11]([CH3:12])=[CH:10][CH:9]=[CH:8][C:7]1=[O:13])C.O.[NH2:16][NH2:17]. (6) Given the product [CH2:22]([O:21][CH:11]([N:10]([CH3:16])[CH3:9])[CH:12]([O:15][CH2:1][CH2:2][CH2:3][CH2:4][CH2:5][CH2:6][CH2:22][CH2:23]/[CH:24]=[CH:25]\[CH2:26]/[CH:27]=[CH:28]\[CH2:29][CH2:30][CH2:31][CH2:32][CH3:33])[CH3:13])[CH2:23][CH2:24][CH2:25][CH2:26][CH2:27][CH2:28][CH2:29]/[CH:30]=[CH:31]\[CH2:32]/[CH:33]=[CH:34]\[CH2:35][CH2:36][CH2:37][CH2:38][CH3:39], predict the reactants needed to synthesize it. The reactants are: [CH3:1][CH2:2][CH2:3][CH2:4][CH2:5][CH3:6].[OH-].[K+].[CH3:9][N:10]([CH3:16])[CH2:11][CH:12]([OH:15])[CH2:13]O.CS([O:21][CH2:22][CH2:23][CH2:24][CH2:25][CH2:26][CH2:27][CH2:28][CH2:29]/[CH:30]=[CH:31]\[CH2:32]/[CH:33]=[CH:34]\[CH2:35][CH2:36][CH2:37][CH2:38][CH3:39])(=O)=O.